From a dataset of Reaction yield outcomes from USPTO patents with 853,638 reactions. Predict the reaction yield, written as a fraction of the theoretical maximum amount of product (1.0 means a 100% yield; for example, 0.34 means a 34% yield). (1) The catalyst is C(Cl)Cl.CN(C1C=CN=CC=1)C. The product is [Cl:1][C:2]1[CH:3]=[C:4]([CH2:9][NH:10][S:27]([C:23]2[CH:24]=[CH:25][CH:26]=[CH:21][C:22]=2[O:31][CH3:32])(=[O:29])=[O:28])[CH:5]=[CH:6][C:7]=1[Cl:8]. The yield is 0.720. The reactants are [Cl:1][C:2]1[CH:3]=[C:4]([CH2:9][NH2:10])[CH:5]=[CH:6][C:7]=1[Cl:8].CCN(C(C)C)C(C)C.Cl[C:21]1[C:22]([O:31][CH3:32])=[C:23]([S:27](Cl)(=[O:29])=[O:28])[CH:24]=[CH:25][CH:26]=1. (2) The reactants are [CH3:1][Si]([N-][Si](C)(C)C)(C)C.[Li+].[CH:11]([C:13]1[CH:14]=[C:15]([CH:20]=[CH:21][C:22]=1[OH:23])[C:16]([O:18][CH3:19])=[O:17])=O. The catalyst is C1COCC1.Cl. The product is [OH:23][C:22]1[CH:21]=[CH:20][C:15]([C:16]([O:18][CH3:19])=[O:17])=[CH:14][C:13]=1[CH:11]=[CH2:1]. The yield is 0.660. (3) The reactants are O[CH2:2][C:3]([C:5]1[CH:10]=[CH:9][CH:8]=[CH:7][CH:6]=1)=[O:4].[CH3:11][C:12]1N=C(C=O)S[CH:16]=1.O(C)[Na].[CH2:22]1[CH2:26]O[CH2:24][CH2:23]1. No catalyst specified. The product is [C:12]1([CH:11]=[CH:2][C:3]([C:5]2[CH:10]=[CH:9][CH:8]=[CH:7][CH:6]=2)=[O:4])[CH:16]=[CH:24][CH:23]=[CH:22][CH:26]=1. The yield is 0.170. (4) The reactants are [C:1]([O:5][C:6](=[O:12])[NH:7][C@H:8]([CH3:11])[CH2:9][OH:10])([CH3:4])([CH3:3])[CH3:2].C(Cl)(=O)C(Cl)=O.CS(C)=O. The catalyst is C(Cl)Cl. The product is [C:1]([O:5][C:6](=[O:12])[NH:7][CH:8]([CH3:11])[CH:9]=[O:10])([CH3:4])([CH3:2])[CH3:3]. The yield is 0.990.